Dataset: Full USPTO retrosynthesis dataset with 1.9M reactions from patents (1976-2016). Task: Predict the reactants needed to synthesize the given product. (1) The reactants are: [CH3:1][C:2]1[N:3]([C:8]2[CH:13]=[CH:12][CH:11]=[CH:10][CH:9]=2)[C:4]([CH3:7])=[CH:5][CH:6]=1.CN([CH:17]=[O:18])C.P(Cl)(Cl)(Cl)=O.C([O-])([O-])=O.[Na+].[Na+]. Given the product [CH3:1][C:2]1[N:3]([C:8]2[CH:13]=[CH:12][CH:11]=[CH:10][CH:9]=2)[C:4]([CH3:7])=[CH:5][C:6]=1[CH:17]=[O:18], predict the reactants needed to synthesize it. (2) Given the product [NH2:1][C:2]1[C:19]([C:20]#[C:21][C:23]2[CH:28]=[CH:27][CH:26]=[C:25]([OH:29])[CH:24]=2)=[CH:18][C:5]([C:6]([N:8]=[S:9]([CH3:17])(=[O:16])[C:10]2[CH:15]=[CH:14][CH:13]=[CH:12][CH:11]=2)=[O:7])=[CH:4][N:3]=1, predict the reactants needed to synthesize it. The reactants are: [NH2:1][C:2]1[C:19]([C:20]#[CH:21])=[CH:18][C:5]([C:6]([N:8]=[S@@:9]([CH3:17])(=[O:16])[C:10]2[CH:15]=[CH:14][CH:13]=[CH:12][CH:11]=2)=[O:7])=[CH:4][N:3]=1.I[C:23]1[CH:24]=[C:25]([OH:29])[CH:26]=[CH:27][CH:28]=1.C(N(CC)CC)C.C1(P(C2C=CC=CC=2)C2C=CC=CC=2)C=CC=CC=1. (3) Given the product [C:29]([C:26]1[N:27]=[CH:28][C:23]([NH:22][C:20]2[N:19]=[CH:18][C:17]([N:31]3[CH:35]=[CH:34][C:33]([C:36]([OH:38])=[O:37])=[CH:32]3)=[C:16]([NH:15][CH2:14][CH:10]3[CH2:11][CH2:12][CH2:13][NH:8][CH2:9]3)[CH:21]=2)=[N:24][CH:25]=1)#[N:30], predict the reactants needed to synthesize it. The reactants are: C(OC([N:8]1[CH2:13][CH2:12][CH2:11][CH:10]([CH2:14][NH:15][C:16]2[CH:21]=[C:20]([NH:22][C:23]3[CH:28]=[N:27][C:26]([C:29]#[N:30])=[CH:25][N:24]=3)[N:19]=[CH:18][C:17]=2[N:31]2[CH:35]=[CH:34][C:33]([C:36]([OH:38])=[O:37])=[CH:32]2)[CH2:9]1)=O)(C)(C)C. (4) Given the product [Br:1][C:2]1[CH:3]=[C:4]([CH:9]=[C:10]([CH:12]([OH:13])[C:17]([F:19])([F:18])[F:16])[CH:11]=1)[C:5]([O:7][CH3:8])=[O:6], predict the reactants needed to synthesize it. The reactants are: [Br:1][C:2]1[CH:3]=[C:4]([CH:9]=[C:10]([CH:12]=[O:13])[CH:11]=1)[C:5]([O:7][CH3:8])=[O:6].[F-].[K+].[F:16][C:17]([Si](C)(C)C)([F:19])[F:18].